This data is from Retrosynthesis with 50K atom-mapped reactions and 10 reaction types from USPTO. The task is: Predict the reactants needed to synthesize the given product. (1) Given the product CS(=O)(=O)Nc1ccc(CNC(=O)C=Cc2ccc(C(F)(F)F)nc2N2CCC(O)C2)cc1F, predict the reactants needed to synthesize it. The reactants are: CS(=O)(=O)Nc1ccc(CNC(=O)C=Cc2ccc(C(F)(F)F)nc2Cl)cc1F.OC1CCNC1. (2) The reactants are: CC(C)(C)c1ccc(/C=C/C(=O)O)cc1.Cn1ccc2cc(N)ccc21. Given the product Cn1ccc2cc(NC(=O)/C=C/c3ccc(C(C)(C)C)cc3)ccc21, predict the reactants needed to synthesize it. (3) The reactants are: CCN1CCNCC1.O=C(O)Cc1ccc([N+](=O)[O-])cc1C(F)(F)F. Given the product CCN1CCN(C(=O)Cc2ccc([N+](=O)[O-])cc2C(F)(F)F)CC1, predict the reactants needed to synthesize it. (4) Given the product O=C(c1ccc2c(c1)-c1nc(-c3ncnn3CC(F)(F)F)cn1CCO2)N1CCOCC1, predict the reactants needed to synthesize it. The reactants are: C1COCCN1.O=C(O)c1ccc2c(c1)-c1nc(-c3ncnn3CC(F)(F)F)cn1CCO2. (5) Given the product CC(=O)Nc1nc2c(Oc3cncc(-c4ccc(C(F)(F)F)cc4)n3)cccc2s1, predict the reactants needed to synthesize it. The reactants are: CC(=O)OC(C)=O.Nc1nc2c(Oc3cncc(-c4ccc(C(F)(F)F)cc4)n3)cccc2s1. (6) Given the product COc1ccc2nc(N[C@H]3C[C@H]4C[C@H](N(Cc5ccccc5)C(=O)OCc5ccccc5)[C@@H]3C4)cc(C)c2c1, predict the reactants needed to synthesize it. The reactants are: COc1ccc2nc(Cl)cc(C)c2c1.N[C@H]1C[C@H]2C[C@H](N(Cc3ccccc3)C(=O)OCc3ccccc3)[C@@H]1C2.